From a dataset of Full USPTO retrosynthesis dataset with 1.9M reactions from patents (1976-2016). Predict the reactants needed to synthesize the given product. (1) The reactants are: Cl[C:2]1[N:3]=[C:4]([NH:21][C:22]2[C:27]([C:28]([NH2:30])=[O:29])=[C:26]([F:31])[C:25]([F:32])=[CH:24][CH:23]=2)[C:5]2[CH:10]=[CH:9][N:8]([S:11]([C:14]3[CH:19]=[CH:18][C:17]([CH3:20])=[CH:16][CH:15]=3)(=[O:13])=[O:12])[C:6]=2[N:7]=1.[CH3:33][N:34]([CH2:36][C:37]([N:39]1[C:47]2[C:42](=[CH:43][C:44]([O:49][CH3:50])=[C:45](N)[CH:46]=2)[CH2:41][CH2:40]1)=[O:38])[CH3:35].Cl.O1CCOCC1.[I-].[K+]. Given the product [CH3:33][N:34]([CH3:35])[CH2:36][C:37]([N:39]1[C:47]2[C:42](=[CH:43][C:44]([O:49][CH3:50])=[C:45]([NH:3][C:2]3[N:30]4[C:4](=[N:21][C:22]5[C:27]([C:28]4=[O:29])=[C:26]([F:31])[C:25]([F:32])=[CH:24][CH:23]=5)[C:5]4[CH:10]=[CH:9][N:8]([S:11]([C:14]5[CH:19]=[CH:18][C:17]([CH3:20])=[CH:16][CH:15]=5)(=[O:13])=[O:12])[C:6]=4[N:7]=3)[CH:46]=2)[CH2:41][CH2:40]1)=[O:38], predict the reactants needed to synthesize it. (2) Given the product [I-:32].[C:1]([CH2:4][CH2:5][CH2:6][CH2:7][CH2:8][C:9]1([CH3:29])[C:17]2[C:12](=[CH:13][CH:14]=[C:15]([P:18]([O:24][O:25][CH2:26][CH3:27])([O:20][O:21][CH2:22][CH3:23])=[O:19])[CH:16]=2)[N+:11]([CH2:30][CH3:31])=[C:10]1[CH3:28])([OH:3])=[O:2], predict the reactants needed to synthesize it. The reactants are: [C:1]([CH2:4][CH2:5][CH2:6][CH2:7][CH2:8][C:9]1([CH3:29])[C:17]2[C:12](=[CH:13][CH:14]=[C:15]([P:18]([O:24][O:25][CH2:26][CH3:27])([O:20][O:21][CH2:22][CH3:23])=[O:19])[CH:16]=2)[N:11]=[C:10]1[CH3:28])([OH:3])=[O:2].[CH2:30]([I:32])[CH3:31]. (3) Given the product [OH:21][N:22]=[CH:1][C:3]1[CH:18]=[CH:17][C:6]([C:7]([NH:9][CH2:10][C:11]2[CH:16]=[CH:15][CH:14]=[CH:13][N:12]=2)=[O:8])=[C:5]([CH3:19])[CH:4]=1, predict the reactants needed to synthesize it. The reactants are: [CH:1]([C:3]1[CH:18]=[CH:17][C:6]([C:7]([NH:9][CH2:10][C:11]2[CH:16]=[CH:15][CH:14]=[CH:13][N:12]=2)=[O:8])=[C:5]([CH3:19])[CH:4]=1)=O.Cl.[OH:21][NH2:22]. (4) Given the product [CH3:8][C:7]1([CH3:9])[NH:10][C:11](=[O:13])[CH2:4][NH:5][CH2:6]1, predict the reactants needed to synthesize it. The reactants are: COC(=O)[CH2:4][NH:5][CH2:6][C:7]([NH:10][C:11]([O:13]C(C)(C)C)=O)([CH3:9])[CH3:8].C(O)(C(F)(F)F)=O. (5) Given the product [C:4]([Si:8]([CH3:39])([CH3:40])[O:9][CH2:10][C@H:11]([CH2:22][N:23]1[CH:28]=[CH:27][C:26](=[O:29])[NH:25][C:24]1=[O:38])[C@H:12]([O:14][Si:15]([C:18]([CH3:20])([CH3:21])[CH3:19])([CH3:17])[CH3:16])[CH3:13])([CH3:5])([CH3:6])[CH3:7], predict the reactants needed to synthesize it. The reactants are: C[O-].[Na+].[C:4]([Si:8]([CH3:40])([CH3:39])[O:9][CH2:10][C@H:11]([CH2:22][N:23]1[CH:28]=[CH:27][C:26](=[O:29])[N:25](C(=O)C2C=CC=CC=2)[C:24]1=[O:38])[C@H:12]([O:14][Si:15]([C:18]([CH3:21])([CH3:20])[CH3:19])([CH3:17])[CH3:16])[CH3:13])([CH3:7])([CH3:6])[CH3:5].[Cl-].C([NH+](CC)CC)C.